From a dataset of Forward reaction prediction with 1.9M reactions from USPTO patents (1976-2016). Predict the product of the given reaction. (1) Given the reactants [CH:1]([C:4]1[C:13]2[C:8](=[CH:9][C:10](OS(C(F)(F)F)(=O)=O)=[CH:11][CH:12]=2)[CH:7]=[C:6]([NH:22][C:23]2[CH:27]=[C:26]([CH3:28])[NH:25][N:24]=2)[N:5]=1)([CH3:3])[CH3:2].[NH:29]1[CH2:34][CH2:33][O:32][CH2:31][CH2:30]1, predict the reaction product. The product is: [CH:1]([C:4]1[C:13]2[C:8](=[CH:9][C:10]([N:29]3[CH2:34][CH2:33][O:32][CH2:31][CH2:30]3)=[CH:11][CH:12]=2)[CH:7]=[C:6]([NH:22][C:23]2[CH:27]=[C:26]([CH3:28])[NH:25][N:24]=2)[N:5]=1)([CH3:3])[CH3:2]. (2) Given the reactants C([O:9][CH2:10][CH2:11][O:12][CH2:13][CH2:14][N:15]1[C:23]2[C:22](Cl)=[N:21][CH:20]=[N:19][C:18]=2[CH:17]=[CH:16]1)(=O)C1C=CC=CC=1.[C:25]([C:29]1[CH:30]=[C:31]([CH:41]=[CH:42][CH:43]=1)[O:32][C:33]1[CH:39]=[CH:38][C:36]([NH2:37])=[CH:35][C:34]=1[Cl:40])([CH3:28])([CH3:27])[CH3:26].C(O)(C)C.[OH-].[Na+], predict the reaction product. The product is: [C:25]([C:29]1[CH:30]=[C:31]([CH:41]=[CH:42][CH:43]=1)[O:32][C:33]1[CH:39]=[CH:38][C:36]([NH:37][C:22]2[C:23]3[N:15]([CH2:14][CH2:13][O:12][CH2:11][CH2:10][OH:9])[CH:16]=[CH:17][C:18]=3[N:19]=[CH:20][N:21]=2)=[CH:35][C:34]=1[Cl:40])([CH3:28])([CH3:26])[CH3:27].